Task: Predict the product of the given reaction.. Dataset: Forward reaction prediction with 1.9M reactions from USPTO patents (1976-2016) (1) Given the reactants [NH2:1][C:2]1[N:7]=[C:6]([O:8][CH3:9])[C:5]([C:10]#[N:11])=[C:4]([CH3:12])[CH:3]=1.[H][H], predict the reaction product. The product is: [NH2:11][CH2:10][C:5]1[C:4]([CH3:12])=[CH:3][C:2]([NH2:1])=[N:7][C:6]=1[O:8][CH3:9]. (2) Given the reactants [Br:1][C:2]1[C:15](=[O:16])[N:14]([CH3:17])[C:5]2[N:6]=[C:7](S(C)(=O)=O)[N:8]=[CH:9][C:4]=2[CH:3]=1.[CH3:18][NH2:19].C(O)C, predict the reaction product. The product is: [Br:1][C:2]1[C:15](=[O:16])[N:14]([CH3:17])[C:5]2[N:6]=[C:7]([NH:19][CH3:18])[N:8]=[CH:9][C:4]=2[CH:3]=1.